Predict the reactants needed to synthesize the given product. From a dataset of Full USPTO retrosynthesis dataset with 1.9M reactions from patents (1976-2016). (1) Given the product [F:1][C:2]1[CH:3]=[C:4]([C:10]2[N:11]=[C:12]([O:19][S:29]([C:28]([F:41])([F:40])[F:27])(=[O:31])=[O:30])[C:13]3[CH2:18][CH2:17][NH:16][C:14]=3[N:15]=2)[CH:5]=[CH:6][C:7]=1[O:8][CH3:9], predict the reactants needed to synthesize it. The reactants are: [F:1][C:2]1[CH:3]=[C:4]([C:10]2[N:11]=[C:12]([OH:19])[C:13]3[CH2:18][CH2:17][NH:16][C:14]=3[N:15]=2)[CH:5]=[CH:6][C:7]=1[O:8][CH3:9].C(N(CC)CC)C.[F:27][C:28]([F:41])([F:40])[S:29](O[S:29]([C:28]([F:41])([F:40])[F:27])(=[O:31])=[O:30])(=[O:31])=[O:30]. (2) Given the product [C:38]([N:37]1[CH:34]2[CH2:35][CH2:36][CH:30]1[CH2:31][N:32]([C:20]([C:19]1[CH:23]=[CH:24][C:16]([NH:15][C:12]3[N:13]=[CH:14][C:9]4[CH:8]=[C:7]([C:25]([N:26]([CH3:27])[CH3:28])=[O:29])[N:6]([CH:1]5[CH2:5][CH2:4][CH2:3][CH2:2]5)[C:10]=4[N:11]=3)=[N:17][CH:18]=1)=[O:22])[CH2:33]2)(=[O:40])[CH3:39], predict the reactants needed to synthesize it. The reactants are: [CH:1]1([N:6]2[C:10]3[N:11]=[C:12]([NH:15][C:16]4[CH:24]=[CH:23][C:19]([C:20]([OH:22])=O)=[CH:18][N:17]=4)[N:13]=[CH:14][C:9]=3[CH:8]=[C:7]2[C:25](=[O:29])[N:26]([CH3:28])[CH3:27])[CH2:5][CH2:4][CH2:3][CH2:2]1.[CH:30]12[N:37]([C:38](=[O:40])[CH3:39])[CH:34]([CH2:35][CH2:36]1)[CH2:33][NH:32][CH2:31]2. (3) Given the product [Br:1][C:2]1[CH:3]=[CH:4][C:5]([S:8][CH2:9][C:10]([NH:12][C:13]2[C:14]([C:26]([NH2:29])=[O:27])=[N:15][N:16]([CH2:18][CH2:19][C:20]3[CH:21]=[CH:22][CH:23]=[CH:24][CH:25]=3)[CH:17]=2)=[O:11])=[CH:6][CH:7]=1, predict the reactants needed to synthesize it. The reactants are: [Br:1][C:2]1[CH:7]=[CH:6][C:5]([S:8][CH2:9][C:10]([NH:12][C:13]2[C:14]([C:26](O)=[O:27])=[N:15][N:16]([CH2:18][CH2:19][C:20]3[CH:25]=[CH:24][CH:23]=[CH:22][CH:21]=3)[CH:17]=2)=[O:11])=[CH:4][CH:3]=1.[NH4+:29].[OH-]. (4) Given the product [NH2:21][C:13]1[C:12]([N:24]2[CH2:29][CH2:28][CH2:27][CH2:26][CH2:25]2)=[C:11]([CH:16]=[C:15]([C:17]([F:20])([F:19])[F:18])[CH:14]=1)[C:10]([NH:9][C:4]1[CH:5]=[CH:6][C:7]([Cl:8])=[C:2]([Cl:1])[CH:3]=1)=[O:30], predict the reactants needed to synthesize it. The reactants are: [Cl:1][C:2]1[CH:3]=[C:4]([NH:9][C:10](=[O:30])[C:11]2[CH:16]=[C:15]([C:17]([F:20])([F:19])[F:18])[CH:14]=[C:13]([N+:21]([O-])=O)[C:12]=2[N:24]2[CH2:29][CH2:28][CH2:27][CH2:26][CH2:25]2)[CH:5]=[CH:6][C:7]=1[Cl:8].[H][H]. (5) Given the product [C:19]([C:23]1[CH:28]=[CH:27][C:26]([C:2]2[C:10]3[N:9]4[CH2:11][CH2:12][CH2:13][NH:14][C:15](=[O:16])[C:8]4=[CH:7][C:6]=3[CH:5]=[C:4]([C:17]#[N:18])[CH:3]=2)=[CH:25][CH:24]=1)([CH3:22])([CH3:21])[CH3:20], predict the reactants needed to synthesize it. The reactants are: Br[C:2]1[C:10]2[N:9]3[CH2:11][CH2:12][CH2:13][NH:14][C:15](=[O:16])[C:8]3=[CH:7][C:6]=2[CH:5]=[C:4]([C:17]#[N:18])[CH:3]=1.[C:19]([C:23]1[CH:28]=[CH:27][C:26](B(O)O)=[CH:25][CH:24]=1)([CH3:22])([CH3:21])[CH3:20]. (6) Given the product [Al+3:42].[CH2:44]([P:46]([O-:48])[O-:47])[CH3:45].[CH2:51]([P:53]([O-:55])[O-:54])[CH3:52].[CH2:58]([P:60]([O-:62])[O-:61])[CH3:59].[Al+3:42], predict the reactants needed to synthesize it. The reactants are: O.[PH2]([O-])=O.[Na+].C=C.C([O-])([O-])=O.C([O-])([O-])=O.OO.OO.OO.[Na+].[Na+].[Na+].[Na+].C(N(C(=O)C)CCN(C(=O)C)C(=O)C)(=O)C.[Al:42].[Al+3].[CH2:44]([P:46](CC)(=[O:48])[O-:47])[CH3:45].[CH2:51]([P:53](CC)(=[O:55])[O-:54])[CH3:52].[CH2:58]([P:60](CC)(=[O:62])[O-:61])[CH3:59]. (7) Given the product [CH3:13][N:14]1[C:10]([NH2:11])=[CH:9][C:8]([C:6]2[CH:5]=[CH:4][N:3]=[C:2]([CH3:1])[CH:7]=2)=[N:15]1, predict the reactants needed to synthesize it. The reactants are: [CH3:1][C:2]1[CH:7]=[C:6]([C:8](=O)[CH2:9][C:10]#[N:11])[CH:5]=[CH:4][N:3]=1.[CH3:13][NH:14][NH2:15]. (8) Given the product [CH3:18][O:19][C:20]1[CH:25]=[CH:24][C:23]([C:9]2[CH:10]=[CH:11][C:12]([C:15](=[O:17])[CH3:16])=[N:13][CH:14]=2)=[CH:22][CH:21]=1, predict the reactants needed to synthesize it. The reactants are: C1(C)C=CC=CC=1.Br[C:9]1[CH:10]=[CH:11][C:12]([C:15](=[O:17])[CH3:16])=[N:13][CH:14]=1.[CH3:18][O:19][C:20]1[CH:25]=[CH:24][C:23](B(O)O)=[CH:22][CH:21]=1.C([O-])([O-])=O.[Na+].[Na+]. (9) Given the product [Cl:9][C:4]1[N:5]=[C:6]([Cl:8])[N:7]=[C:2]([NH:13][C:12]2[C:14]([CH3:18])=[CH:15][CH:16]=[CH:17][C:11]=2[CH3:10])[N:3]=1, predict the reactants needed to synthesize it. The reactants are: Cl[C:2]1[N:7]=[C:6]([Cl:8])[N:5]=[C:4]([Cl:9])[N:3]=1.[CH3:10][C:11]1[CH:17]=[CH:16][CH:15]=[C:14]([CH3:18])[C:12]=1[NH2:13].